This data is from Catalyst prediction with 721,799 reactions and 888 catalyst types from USPTO. The task is: Predict which catalyst facilitates the given reaction. Reactant: [H-].[Na+].[N+:3]([C:6]1[CH:14]=[C:13]2[C:9]([C:10]([C:15]3[CH:22]=[CH:21][C:18]([C:19]#[N:20])=[CH:17][CH:16]=3)=[CH:11][NH:12]2)=[CH:8][CH:7]=1)([O-:5])=[O:4].C([N:26]1C2C(=CC=C([N+]([O-])=O)C=2)C(C2C=CC(C#N)=CC=2)=C1)(C)C.S(=O)(O)[O-].[Na+]. Product: [NH2:26][N:12]1[C:13]2[C:9](=[CH:8][CH:7]=[C:6]([N+:3]([O-:5])=[O:4])[CH:14]=2)[C:10]([C:15]2[CH:16]=[CH:17][C:18]([C:19]#[N:20])=[CH:21][CH:22]=2)=[CH:11]1. The catalyst class is: 3.